From a dataset of Full USPTO retrosynthesis dataset with 1.9M reactions from patents (1976-2016). Predict the reactants needed to synthesize the given product. (1) Given the product [OH:2][CH:1]([C:3]1[CH:20]=[CH:19][C:6]2/[C:7](=[CH:16]/[C:17]#[N:18])/[C:8]3[CH:15]=[CH:14][CH:13]=[CH:12][C:9]=3[CH2:10][CH2:11][C:5]=2[CH:4]=1)[CH2:21][CH2:22][CH3:23], predict the reactants needed to synthesize it. The reactants are: [CH:1]([C:3]1[CH:20]=[CH:19][C:6]2/[C:7](=[CH:16]/[C:17]#[N:18])/[C:8]3[CH:15]=[CH:14][CH:13]=[CH:12][C:9]=3[CH2:10][CH2:11][C:5]=2[CH:4]=1)=[O:2].[CH2:21]([Mg]Br)[CH2:22][CH3:23]. (2) Given the product [C:1]([C:5]1[CH:6]=[CH:7][C:8]2[N:12]=[C:11]([N:26]3[CH2:27][CH2:28][N:23]([C:18]4[C:17]([C:16]([F:30])([F:15])[F:29])=[CH:22][CH:21]=[CH:20][N:19]=4)[CH2:24][CH2:25]3)[NH:10][C:9]=2[CH:14]=1)([CH3:4])([CH3:3])[CH3:2], predict the reactants needed to synthesize it. The reactants are: [C:1]([C:5]1[CH:6]=[CH:7][C:8]2[N:12]=[C:11](Cl)[NH:10][C:9]=2[CH:14]=1)([CH3:4])([CH3:3])[CH3:2].[F:15][C:16]([F:30])([F:29])[C:17]1[C:18]([N:23]2[CH2:28][CH2:27][NH:26][CH2:25][CH2:24]2)=[N:19][CH:20]=[CH:21][CH:22]=1. (3) Given the product [I:1][C:2]1[C:3]([C:14]2[N:15]=[N:16][N:17]([CH3:19])[N:18]=2)=[N:4][C:5]([S:12][CH3:13])=[N:6][C:7]=1[C:8]([F:11])([F:10])[F:9], predict the reactants needed to synthesize it. The reactants are: [I:1][C:2]1[C:3]([C:14]2[N:15]=[N:16][NH:17][N:18]=2)=[N:4][C:5]([S:12][CH3:13])=[N:6][C:7]=1[C:8]([F:11])([F:10])[F:9].[CH:19]1C=CC=CC=1.C[Si](C=[N+]=[N-])(C)C. (4) The reactants are: [Cl:1][C:2]1[CH:7]=[CH:6][C:5]([C:8]([C:11]2[N:15]([C:16]3[CH:21]=[CH:20][C:19]([F:22])=[CH:18][CH:17]=3)[C:14]([SH:23])=[N:13][CH:12]=2)([CH3:10])[CH3:9])=[CH:4][C:3]=1[O:24][CH3:25].[Si:26]([O:33][CH2:34][CH2:35][O:36][C:37]1[CH:42]=[C:41]([F:43])[C:40]([CH2:44]O)=[C:39]([F:46])[CH:38]=1)([C:29]([CH3:32])([CH3:31])[CH3:30])([CH3:28])[CH3:27].C1(P(C2C=CC=CC=2)C2C=CC=CC=2)C=CC=CC=1.CC(OC(/N=N/C(OC(C)C)=O)=O)C. Given the product [Si:26]([O:33][CH2:34][CH2:35][O:36][C:37]1[CH:38]=[C:39]([F:46])[C:40]([CH2:44][S:23][C:14]2[N:15]([C:16]3[CH:21]=[CH:20][C:19]([F:22])=[CH:18][CH:17]=3)[C:11]([C:8]([C:5]3[CH:6]=[CH:7][C:2]([Cl:1])=[C:3]([O:24][CH3:25])[CH:4]=3)([CH3:10])[CH3:9])=[CH:12][N:13]=2)=[C:41]([F:43])[CH:42]=1)([C:29]([CH3:32])([CH3:31])[CH3:30])([CH3:28])[CH3:27], predict the reactants needed to synthesize it.